Dataset: CYP3A4 inhibition data for predicting drug metabolism from PubChem BioAssay. Task: Regression/Classification. Given a drug SMILES string, predict its absorption, distribution, metabolism, or excretion properties. Task type varies by dataset: regression for continuous measurements (e.g., permeability, clearance, half-life) or binary classification for categorical outcomes (e.g., BBB penetration, CYP inhibition). Dataset: cyp3a4_veith. (1) The drug is COc1ccc(O[C@H]2C=C[C@@H](c3ccccc3)O[C@H]2COC(=O)N2CCCCC2)cc1. The result is 0 (non-inhibitor). (2) The molecule is NCC[C@H]1CCC[C@H](CCN)N1. The result is 0 (non-inhibitor).